From a dataset of Catalyst prediction with 721,799 reactions and 888 catalyst types from USPTO. Predict which catalyst facilitates the given reaction. (1) Reactant: [CH3:1][O:2][C:3](=[O:12])[C:4]1[CH:9]=[CH:8][C:7]([NH2:10])=[C:6]([CH3:11])[CH:5]=1.N1C=CC=CC=1.[F:19][C:20]([F:37])([F:36])[C:21]1[CH:26]=[CH:25][C:24]([C:27]2[C:28]([C:33](Cl)=[O:34])=[CH:29][CH:30]=[CH:31][CH:32]=2)=[CH:23][CH:22]=1.N#N. Product: [CH3:1][O:2][C:3](=[O:12])[C:4]1[CH:9]=[CH:8][C:7]([NH:10][C:33]([C:28]2[C:27]([C:24]3[CH:25]=[CH:26][C:21]([C:20]([F:19])([F:36])[F:37])=[CH:22][CH:23]=3)=[CH:32][CH:31]=[CH:30][CH:29]=2)=[O:34])=[C:6]([CH3:11])[CH:5]=1. The catalyst class is: 2. (2) Reactant: [CH2:1]([C:5]1[N:6]=[C:7]([CH3:27])[NH:8][C:9](=[O:26])[C:10]=1[CH2:11][C:12]1[CH:17]=[CH:16][C:15]([C:18]2[C:19]([C:24]#[N:25])=[CH:20][CH:21]=[CH:22][CH:23]=2)=[CH:14][CH:13]=1)[CH2:2][CH2:3][CH3:4].[CH3:28][C:29]1[CH:34]=[CH:33][CH:32]=[CH:31][C:30]=1B(O)O.C(N(CC)CC)C.N1C=CC=CC=1. Product: [CH2:1]([C:5]1[N:6]=[C:7]([CH3:27])[N:8]([C:30]2[CH:31]=[CH:32][CH:33]=[CH:34][C:29]=2[CH3:28])[C:9](=[O:26])[C:10]=1[CH2:11][C:12]1[CH:17]=[CH:16][C:15]([C:18]2[C:19]([C:24]#[N:25])=[CH:20][CH:21]=[CH:22][CH:23]=2)=[CH:14][CH:13]=1)[CH2:2][CH2:3][CH3:4]. The catalyst class is: 297. (3) Reactant: C([O:3][CH:4](OCC)[CH2:5][N:6]1[C:14]2[C:9](=[CH:10][CH:11]=[CH:12][CH:13]=2)[C:8]([CH2:26][C:27]([NH:29][C:30]2[CH:35]=[CH:34][C:33]([CH3:36])=[CH:32][CH:31]=2)=[O:28])([NH:15][C:16]([NH:18][C:19]2[CH:24]=[CH:23][C:22]([CH3:25])=[CH:21][CH:20]=2)=[O:17])[C:7]1=[O:37])C.O.Cl. Product: [CH:4]([CH2:5][N:6]1[C:14]2[C:9](=[CH:10][CH:11]=[CH:12][CH:13]=2)[C@@:8]([CH2:26][C:27]([NH:29][C:30]2[CH:31]=[CH:32][C:33]([CH3:36])=[CH:34][CH:35]=2)=[O:28])([NH:15][C:16]([NH:18][C:19]2[CH:24]=[CH:23][C:22]([CH3:25])=[CH:21][CH:20]=2)=[O:17])[C:7]1=[O:37])=[O:3]. The catalyst class is: 21.